This data is from Full USPTO retrosynthesis dataset with 1.9M reactions from patents (1976-2016). The task is: Predict the reactants needed to synthesize the given product. (1) Given the product [Cl:1][C:2]1[CH:7]=[C:6]([Cl:8])[CH:5]=[C:4]([O:9][CH3:11])[C:3]=1[I:10], predict the reactants needed to synthesize it. The reactants are: [Cl:1][C:2]1[C:3]([I:10])=[C:4]([OH:9])[CH:5]=[C:6]([Cl:8])[CH:7]=1.[CH3:11]I. (2) Given the product [CH3:3][N:4]1[CH:8]=[C:7]([C:19]2[CH:20]=[C:21]([CH:30]=[CH:31][CH:32]=2)[CH2:22][CH2:23][O:24][CH2:25][CH2:26][C:27]([OH:29])=[O:28])[CH:6]=[N:5]1, predict the reactants needed to synthesize it. The reactants are: [OH-].[Na+].[CH3:3][N:4]1[CH:8]=[C:7](B2OC(C)(C)C(C)(C)O2)[CH:6]=[N:5]1.Br[C:19]1[CH:20]=[C:21]([CH:30]=[CH:31][CH:32]=1)[CH2:22][CH2:23][O:24][CH2:25][CH2:26][C:27]([OH:29])=[O:28]. (3) The reactants are: [NH:1]1[CH2:6][CH2:5][CH:4]([O:7][C:8]2[CH:20]=[C:19]3[C:11]([N:12]4[C:17](=[CH:18]3)[C:16](=[O:21])[NH:15][CH2:14][CH2:13]4)=[N:10][CH:9]=2)[CH2:3][CH2:2]1.O.[CH:23]1([CH:26]=O)[CH2:25][CH2:24]1.C(O)(=O)C.C([BH3-])#N.[Na+].C(=O)(O)[O-].[Na+]. Given the product [CH:23]1([CH2:26][N:1]2[CH2:2][CH2:3][CH:4]([O:7][C:8]3[CH:20]=[C:19]4[C:11]([N:12]5[C:17](=[CH:18]4)[C:16](=[O:21])[NH:15][CH2:14][CH2:13]5)=[N:10][CH:9]=3)[CH2:5][CH2:6]2)[CH2:25][CH2:24]1, predict the reactants needed to synthesize it. (4) Given the product [Cl:1][C:2]1[CH:7]=[CH:6][C:5]([Cl:8])=[CH:4][C:3]=1[N:9]1[C:17](=[O:18])[CH2:16][C:11]([CH:12]([CH3:14])[CH3:13])=[N:10]1, predict the reactants needed to synthesize it. The reactants are: [Cl:1][C:2]1[CH:7]=[CH:6][C:5]([Cl:8])=[CH:4][C:3]=1[NH:9][NH2:10].[C:11]([CH2:16][C:17](OCC)=[O:18])(=O)[CH:12]([CH3:14])[CH3:13].C(O)C.[O-]CC.[Na+].